Dataset: Catalyst prediction with 721,799 reactions and 888 catalyst types from USPTO. Task: Predict which catalyst facilitates the given reaction. (1) Reactant: [CH:1]([C@@H:3]1[CH2:8][CH2:7][C@H:6]([CH3:9])[CH2:5][N:4]1[C:10]([O:12][C:13]([CH3:16])([CH3:15])[CH3:14])=[O:11])=[CH2:2].[OH2:17].[OH-].[Na+].OO. Product: [OH:17][CH2:2][CH2:1][C@@H:3]1[CH2:8][CH2:7][C@H:6]([CH3:9])[CH2:5][N:4]1[C:10]([O:12][C:13]([CH3:15])([CH3:14])[CH3:16])=[O:11]. The catalyst class is: 116. (2) Reactant: Cl.O1CCOCC1.[Cl:8][C:9]1[CH:51]=[CH:50][CH:49]=[CH:48][C:10]=1[CH2:11][C:12]1[C:13]([C:37]([N:39]([CH:41]([CH3:47])[CH:42](OC)OC)[CH3:40])=[O:38])=[N:14][N:15](S(N(C)C)(=O)=O)[C:16]=1[N:17]1[CH2:22][CH2:21][CH2:20][C@@H:19]([NH:23]C(=O)OC(C)(C)C)[CH2:18]1.C(=O)([O-])O.[Na+].C(OC(OC(C)(C)C)=O)(OC(C)(C)C)=O. Product: [ClH:8].[NH2:23][C@@H:19]1[CH2:20][CH2:21][CH2:22][N:17]([C:16]2[C:12]([CH2:11][C:10]3[CH:48]=[CH:49][CH:50]=[CH:51][C:9]=3[Cl:8])=[C:13]3[C:37](=[O:38])[N:39]([CH3:40])[C:41]([CH3:47])=[CH:42][N:14]3[N:15]=2)[CH2:18]1. The catalyst class is: 38.